From a dataset of Experimentally validated miRNA-target interactions with 360,000+ pairs, plus equal number of negative samples. Binary Classification. Given a miRNA mature sequence and a target amino acid sequence, predict their likelihood of interaction. (1) The miRNA is ebv-miR-BART2-5p with sequence UAUUUUCUGCAUUCGCCCUUGC. The protein sequence of the target gene is MSARAPKELRLALPPCLLNRTFASPNASGSGNTGARGPGAVGSGTCITQVGQQLFQSFSSTLVLIVLVTLIFCLIVLSLSTFHIHKRRMKKRKMQRAQEEYERDHCSGSRGGGGLPRPGRQAPTHAKETRLERQPRDSPFCAPSNASSLSSSSPGLPCQGPCAPPPPPPASSPQGAHAASSCLDTAGEGLLQTVVLS. Result: 0 (no interaction). (2) The miRNA is hsa-miR-6499-3p with sequence AGCAGUGUUUGUUUUGCCCACA. The protein sequence of the target gene is MPKGRRGSHSPTMSQRSAPPLYFPSLYDRGISSSPLSDFNIWKKLFVPLKAGGAPVGGAAGARSLSQALPAPAPPPPPPPGLGPSSERPWPSPWPSGLASIPYEPLRFFYSPPPGPEVVASPLVPCPSTPRLASASHPEELCELEIRIKELELLTITGDGFDSQSYTFLKALKDEKLQGLKTKQPGKKSASLS. Result: 0 (no interaction).